This data is from Serine/threonine kinase 33 screen with 319,792 compounds. The task is: Binary Classification. Given a drug SMILES string, predict its activity (active/inactive) in a high-throughput screening assay against a specified biological target. (1) The molecule is Clc1ccc(cc1)C(ON\C(N)=C1/N=NC=C1)=O. The result is 0 (inactive). (2) The compound is S(=O)(=O)(N(C1CCCCC1)CC(=O)Nc1cc(ccc1)C(=O)C)C. The result is 0 (inactive). (3) The molecule is FC(F)(F)c1cc(c2nc(N3CCOCC3)c(nn2)C)ccc1. The result is 0 (inactive). (4) The molecule is s1c(C(OC(C(=O)NC2C(CCCC2)C)C)=O)ccc1C. The result is 0 (inactive). (5) The molecule is O1CCN(CC(O)Cn2c3c(c(c2)/C=C\C(=O)c2ccc(OC)cc2)cccc3)CC1. The result is 0 (inactive). (6) The result is 1 (active). The drug is S=C(N)c1cn(C2OC(C(O)C2O)CO)c2ncnc(N)c12. (7) The drug is S(=O)(=O)(N1CC(OC(C1)C)C)c1ccc(cc1)C(=O)Nc1scc(c1C(OCC)=O)c1ccccc1. The result is 0 (inactive). (8) The molecule is Clc1ncccc1C(OCC(=O)c1c(c([nH]c1C)C)C(OCC)=O)=O. The result is 0 (inactive). (9) The compound is S(CC(=O)NCc1occc1)c1sc(NC(=O)c2cc(OC)c(OC)cc2)nn1. The result is 0 (inactive). (10) The compound is Clc1cc(C(OCC(=O)Nc2c(C(=O)NC3CC3)cccc2)=O)c(O)cc1. The result is 0 (inactive).